From a dataset of Forward reaction prediction with 1.9M reactions from USPTO patents (1976-2016). Predict the product of the given reaction. (1) Given the reactants [C:1]([S:5][CH2:6][C:7]1[CH:8]=[C:9]([CH:13]=[CH:14][C:15]=1[O:16][C:17]1[CH:22]=[C:21]([CH2:23][C:24]([O:26][CH2:27][CH3:28])=[O:25])[CH:20]=[CH:19][C:18]=1[O:29][CH3:30])[C:10](O)=[O:11])([CH3:4])([CH3:3])[CH3:2].[CH2:31]([NH2:36])[C:32]([CH3:35])([CH3:34])[CH3:33], predict the reaction product. The product is: [CH2:27]([O:26][C:24](=[O:25])[CH2:23][C:21]1[CH:20]=[CH:19][C:18]([O:29][CH3:30])=[C:17]([O:16][C:15]2[CH:14]=[CH:13][C:9]([C:10](=[O:11])[NH:36][CH2:31][C:32]([CH3:35])([CH3:34])[CH3:33])=[CH:8][C:7]=2[CH2:6][S:5][C:1]([CH3:3])([CH3:2])[CH3:4])[CH:22]=1)[CH3:28]. (2) Given the reactants [CH3:1][C:2]1[N:3]([C:8]2[N:13]=[CH:12][C:11]([CH:14]3[CH2:19][N:18]([CH2:20][CH2:21][CH3:22])[C:17](=O)[CH2:16][O:15]3)=[CH:10][CH:9]=2)[C:4]([CH3:7])=[CH:5][CH:6]=1.[H-].[Al+3].[Li+].[H-].[H-].[H-].[OH-].[Na+], predict the reaction product. The product is: [CH3:7][C:4]1[N:3]([C:8]2[N:13]=[CH:12][C:11]([CH:14]3[CH2:19][N:18]([CH2:20][CH2:21][CH3:22])[CH2:17][CH2:16][O:15]3)=[CH:10][CH:9]=2)[C:2]([CH3:1])=[CH:6][CH:5]=1. (3) Given the reactants [Cl:1][C:2]1[CH:7]=[C:6]([Cl:8])[CH:5]=[C:4]([Cl:9])[C:3]=1[CH2:10][O:11][C:12]1[CH:17]=[CH:16][C:15]2[C:18]3([CH2:32][O:33][C:14]=2[CH:13]=1)[CH2:23][CH2:22][N:21]([CH2:24][C:25]([O:27]C(C)(C)C)=[O:26])[CH2:20][CH2:19]3.O1CCOCC1, predict the reaction product. The product is: [ClH:1].[Cl:9][C:4]1[CH:5]=[C:6]([Cl:8])[CH:7]=[C:2]([Cl:1])[C:3]=1[CH2:10][O:11][C:12]1[CH:17]=[CH:16][C:15]2[C:18]3([CH2:32][O:33][C:14]=2[CH:13]=1)[CH2:23][CH2:22][N:21]([CH2:24][C:25]([OH:27])=[O:26])[CH2:20][CH2:19]3. (4) The product is: [F:9][CH2:8][C:4]1[N:3]=[C:2]([C:13]#[C:12][CH2:11][CH2:10][C:14]2[CH:23]=[CH:22][C:21]3[C:16](=[CH:17][CH:18]=[CH:19][CH:20]=3)[N:15]=2)[CH:7]=[CH:6][CH:5]=1. Given the reactants Br[C:2]1[CH:7]=[CH:6][CH:5]=[C:4]([CH2:8][F:9])[N:3]=1.[CH2:10]([C:14]1[CH:23]=[CH:22][C:21]2[C:16](=[CH:17][CH:18]=[CH:19][CH:20]=2)[N:15]=1)[CH2:11][C:12]#[CH:13], predict the reaction product.